Dataset: NCI-60 drug combinations with 297,098 pairs across 59 cell lines. Task: Regression. Given two drug SMILES strings and cell line genomic features, predict the synergy score measuring deviation from expected non-interaction effect. (1) Drug 1: CCC1=CC2CC(C3=C(CN(C2)C1)C4=CC=CC=C4N3)(C5=C(C=C6C(=C5)C78CCN9C7C(C=CC9)(C(C(C8N6C)(C(=O)OC)O)OC(=O)C)CC)OC)C(=O)OC.C(C(C(=O)O)O)(C(=O)O)O. Drug 2: C1=CN(C=N1)CC(O)(P(=O)(O)O)P(=O)(O)O. Cell line: A498. Synergy scores: CSS=4.49, Synergy_ZIP=-8.47, Synergy_Bliss=-10.8, Synergy_Loewe=-30.5, Synergy_HSA=-10.9. (2) Drug 1: C(=O)(N)NO. Drug 2: CC1=C(C=C(C=C1)C(=O)NC2=CC(=CC(=C2)C(F)(F)F)N3C=C(N=C3)C)NC4=NC=CC(=N4)C5=CN=CC=C5. Cell line: U251. Synergy scores: CSS=10.3, Synergy_ZIP=-4.42, Synergy_Bliss=-6.16, Synergy_Loewe=3.30, Synergy_HSA=-1.15.